This data is from Serine/threonine kinase 33 screen with 319,792 compounds. The task is: Binary Classification. Given a drug SMILES string, predict its activity (active/inactive) in a high-throughput screening assay against a specified biological target. The molecule is o1c(/C=C2/NC(=O)CNC2=O)ccc1. The result is 0 (inactive).